This data is from Full USPTO retrosynthesis dataset with 1.9M reactions from patents (1976-2016). The task is: Predict the reactants needed to synthesize the given product. Given the product [Cl:16][C:17]1[CH:25]=[C:24]2[C:20]([C:21]([C:26]([O:28][CH3:29])=[O:27])=[CH:22][NH:23]2)=[CH:19][C:18]=1[C:2]1[CH:7]=[CH:6][C:5]([C:8]2([CH2:12][OH:13])[CH2:11][CH2:10][CH2:9]2)=[C:4]([O:14][CH3:15])[CH:3]=1, predict the reactants needed to synthesize it. The reactants are: Br[C:2]1[CH:7]=[CH:6][C:5]([C:8]2([CH2:12][OH:13])[CH2:11][CH2:10][CH2:9]2)=[C:4]([O:14][CH3:15])[CH:3]=1.[Cl:16][C:17]1[CH:25]=[C:24]2[C:20]([C:21]([C:26]([O:28][CH3:29])=[O:27])=[CH:22][NH:23]2)=[CH:19][C:18]=1B1OCC(C)(C)CO1.C(=O)([O-])[O-].[K+].[K+].